From a dataset of Full USPTO retrosynthesis dataset with 1.9M reactions from patents (1976-2016). Predict the reactants needed to synthesize the given product. (1) Given the product [F:1][C:2]1[CH:3]=[C:4]([CH:11]=[CH:12][C:13]=1[F:14])[CH2:5][CH:6]([CH3:10])[C:7]([OH:9])=[O:8], predict the reactants needed to synthesize it. The reactants are: [F:1][C:2]1[CH:3]=[C:4]([CH:11]=[CH:12][C:13]=1[F:14])[CH:5]=[C:6]([CH3:10])[C:7]([OH:9])=[O:8]. (2) Given the product [Cl:1][C:2]1[CH:8]=[CH:7][C:5]([NH2:6])=[C:4]([O:9][C:17]2[CH:18]=[CH:19][C:14]([S:11]([CH3:10])(=[O:13])=[O:12])=[CH:15][C:16]=2[Cl:21])[CH:3]=1, predict the reactants needed to synthesize it. The reactants are: [Cl:1][C:2]1[CH:8]=[CH:7][C:5]([NH2:6])=[C:4]([OH:9])[CH:3]=1.[CH3:10][S:11]([C:14]1[CH:19]=[CH:18][C:17](F)=[C:16]([Cl:21])[CH:15]=1)(=[O:13])=[O:12].